Dataset: Full USPTO retrosynthesis dataset with 1.9M reactions from patents (1976-2016). Task: Predict the reactants needed to synthesize the given product. (1) Given the product [CH3:1][O:2][C:3]1([C:9]2[N:14]=[C:13]([CH2:27][OH:28])[CH:12]=[CH:11][CH:10]=2)[CH2:8][CH2:7][O:6][CH2:5][CH2:4]1, predict the reactants needed to synthesize it. The reactants are: [CH3:1][O:2][C:3]1([C:9]2[N:14]=[CH:13][CH:12]=[CH:11][CH:10]=2)[CH2:8][CH2:7][O:6][CH2:5][CH2:4]1.F.F.F.C(N(CC)CC)C.C1C[O:28][CH2:27]C1. (2) The reactants are: [Cl:1][C:2]1[CH:7]=[CH:6][C:5]([NH:8][C:9]([NH:11][CH2:12][CH:13]2[O:18][CH2:17][CH2:16][NH:15][CH2:14]2)=[O:10])=[CH:4][CH:3]=1.Cl[CH2:20][C:21]1[C:30]2[C:25](=[CH:26][CH:27]=[CH:28][CH:29]=2)[CH:24]=[CH:23][CH:22]=1. Given the product [Cl:1][C:2]1[CH:7]=[CH:6][C:5]([NH:8][C:9]([NH:11][CH2:12][CH:13]2[O:18][CH2:17][CH2:16][N:15]([CH2:20][C:21]3[C:30]4[C:25](=[CH:26][CH:27]=[CH:28][CH:29]=4)[CH:24]=[CH:23][CH:22]=3)[CH2:14]2)=[O:10])=[CH:4][CH:3]=1, predict the reactants needed to synthesize it.